Task: Binary Classification. Given a T-cell receptor sequence (or CDR3 region) and an epitope sequence, predict whether binding occurs between them.. Dataset: TCR-epitope binding with 47,182 pairs between 192 epitopes and 23,139 TCRs (1) The epitope is TPRVTGGGAM. The TCR CDR3 sequence is CASGTGTGYTGELFF. Result: 0 (the TCR does not bind to the epitope). (2) The epitope is GLCTLVAML. The TCR CDR3 sequence is CASSSGRDSGANVLTF. Result: 1 (the TCR binds to the epitope).